From a dataset of Reaction yield outcomes from USPTO patents with 853,638 reactions. Predict the reaction yield, written as a fraction of the theoretical maximum amount of product (1.0 means a 100% yield; for example, 0.34 means a 34% yield). (1) The reactants are [N+:1]([C:4]1[C:5]([NH:23][CH2:24][C@H:25]2[CH2:30][CH2:29][C@H:28]([N:31]3[CH2:34][CH:33](O)[CH2:32]3)[CH2:27][CH2:26]2)=[N:6][C:7]([NH:10][CH2:11][C:12]2[CH:17]=[CH:16][CH:15]=[CH:14][C:13]=2[O:18][C:19]([F:22])([F:21])[F:20])=[N:8][CH:9]=1)([O-:3])=[O:2].[C:36]1(=[O:46])[NH:40][C:39](=[O:41])[C:38]2=[CH:42][CH:43]=[CH:44][CH:45]=[C:37]12.C1C=CC(P(C2C=CC=CC=2)C2C=CC=CC=2)=CC=1.CCOC(/N=N/C(OCC)=O)=O.C([O-])(O)=O.[Na+]. The catalyst is C1COCC1.CCOC(C)=O. The product is [N+:1]([C:4]1[C:5]([NH:23][CH2:24][CH:25]2[CH2:30][CH2:29][CH:28]([N:31]3[CH2:32][CH:33]([N:40]4[C:36](=[O:46])[C:37]5[C:38](=[CH:42][CH:43]=[CH:44][CH:45]=5)[C:39]4=[O:41])[CH2:34]3)[CH2:27][CH2:26]2)=[N:6][C:7]([NH:10][CH2:11][C:12]2[CH:17]=[CH:16][CH:15]=[CH:14][C:13]=2[O:18][C:19]([F:20])([F:21])[F:22])=[N:8][CH:9]=1)([O-:3])=[O:2]. The yield is 0.670. (2) The reactants are CN(C)[CH:3]=[O:4].P(Cl)(Cl)(Cl)=O.[CH2:11]([O:13][C:14]([C:16]1[C:20]([CH3:21])=[CH:19][NH:18][C:17]=1[CH3:22])=[O:15])[CH3:12].Cl. The catalyst is ClCCl. The product is [CH2:11]([O:13][C:14]([C:16]1[C:20]([CH3:21])=[C:19]([CH:3]=[O:4])[NH:18][C:17]=1[CH3:22])=[O:15])[CH3:12]. The yield is 1.00. (3) The reactants are [Br:1][C:2]1[CH:7]=[CH:6][C:5]([F:8])=[CH:4][N:3]=1.[Li+].CC([N-]C(C)C)C.[CH2:17]([O:19][CH:20]([O:26][CH2:27][CH3:28])[C:21](OCC)=[O:22])[CH3:18].CCOC(C)=O. The catalyst is C1COCC1. The product is [Br:1][C:2]1[CH:7]=[C:6]([C:21](=[O:22])[CH:20]([O:26][CH2:27][CH3:28])[O:19][CH2:17][CH3:18])[C:5]([F:8])=[CH:4][N:3]=1. The yield is 0.920. (4) The product is [N+:28]([C:26]1[CH:25]=[CH:24][C:22]2[O:35][CH2:34][C:18]3([C:19]4[N:20]([N:31]=[N:32][N:33]=4)[C:21]=2[CH:27]=1)[CH2:17][O:23]3)([O-:30])=[O:29]. The reactants are [Li]CCCC.CC1C=CC(S(O[CH2:17][C:18]2([CH2:34][OH:35])[O:23][C:22]3[CH:24]=[CH:25][C:26]([N+:28]([O-:30])=[O:29])=[CH:27][C:21]=3[N:20]3[N:31]=[N:32][N:33]=[C:19]23)(=O)=O)=CC=1. The catalyst is C1COCC1. The yield is 0.380.